Dataset: Reaction yield outcomes from USPTO patents with 853,638 reactions. Task: Predict the reaction yield, written as a fraction of the theoretical maximum amount of product (1.0 means a 100% yield; for example, 0.34 means a 34% yield). The reactants are [CH2:1]([O:3][C:4]([C:6]1[NH:7][CH:8]=[CH:9][CH:10]=1)=[O:5])[CH3:2].[Cl-].[Al+3].[Cl-].[Cl-].[CH:15]1([CH2:20][CH2:21][C:22](Cl)=[O:23])[CH2:19][CH2:18][CH2:17][CH2:16]1. The catalyst is ClC(Cl)C. The product is [CH2:1]([O:3][C:4]([C:6]1[NH:7][CH:8]=[C:9]([C:22](=[O:23])[CH2:21][CH2:20][CH:15]2[CH2:19][CH2:18][CH2:17][CH2:16]2)[CH:10]=1)=[O:5])[CH3:2]. The yield is 0.656.